From a dataset of Reaction yield outcomes from USPTO patents with 853,638 reactions. Predict the reaction yield, written as a fraction of the theoretical maximum amount of product (1.0 means a 100% yield; for example, 0.34 means a 34% yield). (1) The reactants are Br[C:2]1[N:7]=[C:6]([C:8]([OH:10])=[O:9])[CH:5]=[CH:4][CH:3]=1.[C:11]1([C:17]#[CH:18])[CH:16]=[CH:15][CH:14]=[CH:13][CH:12]=1. The catalyst is CCN(CC)CC.C([O-])([O-])=O.[Na+].[Na+].Cl[Pd](Cl)([P](C1C=CC=CC=1)(C1C=CC=CC=1)C1C=CC=CC=1)[P](C1C=CC=CC=1)(C1C=CC=CC=1)C1C=CC=CC=1.[Cu]I. The product is [C:11]1([C:17]#[C:18][C:2]2[N:7]=[C:6]([C:8]([OH:10])=[O:9])[CH:5]=[CH:4][CH:3]=2)[CH:16]=[CH:15][CH:14]=[CH:13][CH:12]=1. The yield is 0.510. (2) The reactants are [CH:1]1([Mg]Br)[CH2:3][CH2:2]1.Br[C:7]1[C:16]2[C:11](=[CH:12][CH:13]=[CH:14][CH:15]=2)[CH:10]=[CH:9][CH:8]=1. The catalyst is O1CCCC1.Cl[Ni]1(Cl)[P](C2C=CC=CC=2)(C2C=CC=CC=2)CCC[P]1(C1C=CC=CC=1)C1C=CC=CC=1. The product is [CH:1]1([C:15]2[C:16]3[C:11](=[CH:10][CH:9]=[CH:8][CH:7]=3)[CH:12]=[CH:13][CH:14]=2)[CH2:3][CH2:2]1. The yield is 0.760. (3) The reactants are [CH3:1][O:2][C:3](=[O:48])[CH:4]([NH:28]C(C1C=CC=CC=1)(C1C=CC=CC=1)C1C=CC=CC=1)[CH2:5][O:6][C:7]1[CH:12]=[CH:11][C:10]([CH2:13][CH2:14][CH2:15][CH2:16][NH:17][C:18]([O:20][CH2:21][C:22]2[CH:27]=[CH:26][CH:25]=[CH:24][CH:23]=2)=[O:19])=[CH:9][CH:8]=1.FC(F)(F)C(O)=O.C(N(CC)CC)C.[C:71](O[C:71]([O:73][C:74]([CH3:77])([CH3:76])[CH3:75])=[O:72])([O:73][C:74]([CH3:77])([CH3:76])[CH3:75])=[O:72]. The catalyst is ClCCl.O. The product is [CH3:1][O:2][C:3](=[O:48])[CH:4]([NH:28][C:71]([O:73][C:74]([CH3:75])([CH3:76])[CH3:77])=[O:72])[CH2:5][O:6][C:7]1[CH:8]=[CH:9][C:10]([CH2:13][CH2:14][CH2:15][CH2:16][NH:17][C:18]([O:20][CH2:21][C:22]2[CH:23]=[CH:24][CH:25]=[CH:26][CH:27]=2)=[O:19])=[CH:11][CH:12]=1. The yield is 0.520. (4) The catalyst is C(O)(=O)C.CCOC(C)=O. The product is [Br:1][C:2]1[CH:27]=[CH:26][C:5]2[N:6]([C:22]([CH3:24])([CH3:23])[CH3:25])[C:7]([C:9]3[CH:21]=[CH:20][CH:19]=[CH:18][C:10]=3[C:11]3[N:13]=[CH:14][NH:15][N:28]=3)=[N:8][C:4]=2[CH:3]=1. The reactants are [Br:1][C:2]1[CH:27]=[CH:26][C:5]2[N:6]([C:22]([CH3:25])([CH3:24])[CH3:23])[C:7]([C:9]3[CH:21]=[CH:20][CH:19]=[CH:18][C:10]=3[C:11](/[N:13]=[CH:14]/[N:15](C)C)=O)=[N:8][C:4]=2[CH:3]=1.[NH2:28]N. The yield is 0.840. (5) The reactants are [CH2:1]([N:3]([CH2:16][CH2:17][NH:18][C:19]([C:21]1[CH:30]=[N:29][C:28]2[C:23](=[CH:24][CH:25]=[C:26]([I:31])[CH:27]=2)[N:22]=1)=[O:20])[CH2:4][CH2:5][NH:6][C:7]([C:9]1[CH:14]=[CH:13][N:12]=[C:11]([F:15])[CH:10]=1)=[O:8])[CH3:2].[ClH:32].Cl.C(N(CCNC(C1C=NC2C(=CC=C(I)C=2)N=1)=O)CCOC1C(F)=NC=CC=1)C. No catalyst specified. The product is [ClH:32].[ClH:32].[CH2:1]([N:3]([CH2:16][CH2:17][NH:18][C:19]([C:21]1[CH:30]=[N:29][C:28]2[C:23](=[CH:24][CH:25]=[C:26]([I:31])[CH:27]=2)[N:22]=1)=[O:20])[CH2:4][CH2:5][NH:6][C:7]([C:9]1[CH:14]=[CH:13][N:12]=[C:11]([F:15])[CH:10]=1)=[O:8])[CH3:2]. The yield is 0.840. (6) The reactants are [F:1][C:2]1[C:8]([F:9])=[CH:7][C:5]([NH2:6])=[C:4]([N+:10]([O-:12])=[O:11])[CH:3]=1.O[CH2:14][CH:15]([CH2:17]O)O.[Na+].[N+](C1C=C(S([O-])(=O)=O)C=CC=1)([O-])=O.OS(O)(=O)=O.O. No catalyst specified. The product is [F:9][C:8]1[C:2]([F:1])=[CH:3][C:4]([N+:10]([O-:12])=[O:11])=[C:5]2[C:7]=1[CH:14]=[CH:15][CH:17]=[N:6]2. The yield is 0.830. (7) The reactants are C(O[C:4]([NH:6][C:7]1[CH:12]=[CH:11][CH:10]=[CH:9][C:8]=1[C:13]1[CH:18]=[CH:17][CH:16]=[CH:15][C:14]=1[CH3:19])=O)C.[OH2:20]. No catalyst specified. The product is [CH3:19][C:14]1[C:13]2[C:18](=[CH:4][N:6]=[C:7]3[C:8]=2[C:9](=[O:20])[CH2:10][CH:11]=[CH:12]3)[CH:17]=[CH:16][CH:15]=1. The yield is 0.650. (8) The catalyst is CC1OCCC1. The product is [C:1]([C:3]1[CH:4]=[C:5]([C:9]#[C:10][C:11]2[CH:12]=[N:13][N:14]([CH2:16][CH2:17][C@@:18]([CH3:26])([S:22]([CH3:25])(=[O:23])=[O:24])[C:19]([NH:41][O:40][CH:35]3[CH2:36][CH2:37][CH2:38][CH2:39][O:34]3)=[O:20])[CH:15]=2)[CH:6]=[CH:7][CH:8]=1)#[N:2]. The yield is 0.460. The reactants are [C:1]([C:3]1[CH:4]=[C:5]([C:9]#[C:10][C:11]2[CH:12]=[N:13][N:14]([CH2:16][CH2:17][C@@:18]([CH3:26])([S:22]([CH3:25])(=[O:24])=[O:23])[C:19](O)=[O:20])[CH:15]=2)[CH:6]=[CH:7][CH:8]=1)#[N:2].CN1CCOCC1.[O:34]1[CH2:39][CH2:38][CH2:37][CH2:36][CH:35]1[O:40][NH2:41].O.